This data is from Peptide-MHC class II binding affinity with 134,281 pairs from IEDB. The task is: Regression. Given a peptide amino acid sequence and an MHC pseudo amino acid sequence, predict their binding affinity value. This is MHC class II binding data. The peptide sequence is EKKSFAATQFEPLAA. The MHC is HLA-DQA10401-DQB10402 with pseudo-sequence HLA-DQA10401-DQB10402. The binding affinity (normalized) is 0.548.